The task is: Predict the product of the given reaction.. This data is from Forward reaction prediction with 1.9M reactions from USPTO patents (1976-2016). (1) Given the reactants [CH3:1][C:2]1[N:3]=[C:4]2[C:13]3[NH:12][C@H:11]([C:14]4[CH:19]=[CH:18][CH:17]=[CH:16][CH:15]=4)[CH2:10][C:9](=[O:20])[C:8]=3[CH2:7][CH2:6][N:5]2[C:21]=1[CH3:22].ClC1C(=O)C(C#N)=C(C#N)C(=O)C=1Cl.[OH-].[Na+].C(OCC)(=O)C, predict the reaction product. The product is: [CH3:1][C:2]1[N:3]=[C:4]2[C:13]3[NH:12][C@H:11]([C:14]4[CH:19]=[CH:18][CH:17]=[CH:16][CH:15]=4)[CH2:10][C:9](=[O:20])[C:8]=3[CH:7]=[CH:6][N:5]2[C:21]=1[CH3:22]. (2) Given the reactants Br[C:2]1[CH:7]=[CH:6][C:5]2[C:8]3[CH2:9][N:10]([C:15]([O:17][C:18]([CH3:21])([CH3:20])[CH3:19])=[O:16])[CH2:11][CH2:12][C:13]=3[O:14][C:4]=2[CH:3]=1.[CH2:22]([O:29][C:30]1[CH:35]=[CH:34][NH:33][C:32](=[O:36])[CH:31]=1)[C:23]1[CH:28]=[CH:27][CH:26]=[CH:25][CH:24]=1.C([O-])([O-])=O.[Cs+].[Cs+].CN[C@H]1CCCC[C@@H]1NC.[Cl-].[Na+].O.[NH4+].[OH-], predict the reaction product. The product is: [CH2:22]([O:29][C:30]1[CH:35]=[CH:34][N:33]([C:2]2[CH:7]=[CH:6][C:5]3[C:8]4[CH2:9][N:10]([C:15]([O:17][C:18]([CH3:21])([CH3:20])[CH3:19])=[O:16])[CH2:11][CH2:12][C:13]=4[O:14][C:4]=3[CH:3]=2)[C:32](=[O:36])[CH:31]=1)[C:23]1[CH:24]=[CH:25][CH:26]=[CH:27][CH:28]=1. (3) Given the reactants [NH2:1][C@@H:2]([CH2:7][C:8]1[CH:13]=[CH:12][C:11]([O:14][CH3:15])=[CH:10][CH:9]=1)[C:3]([O:5][CH3:6])=[O:4].O.Cl[C:18]([O:20][C:21]1[CH:26]=[CH:25][C:24]([N+:27]([O-:29])=[O:28])=[CH:23][CH:22]=1)=[O:19].C(N(C(C)C)CC)(C)C, predict the reaction product. The product is: [CH3:15][O:14][C:11]1[CH:10]=[CH:9][C:8]([CH2:7][C@H:2]([NH:1][C:18]([O:20][C:21]2[CH:22]=[CH:23][C:24]([N+:27]([O-:29])=[O:28])=[CH:25][CH:26]=2)=[O:19])[C:3]([O:5][CH3:6])=[O:4])=[CH:13][CH:12]=1. (4) The product is: [F:12][C:13]([F:24])([F:23])[C:14]1[CH:19]=[C:18]([C:2]2[CH:3]=[CH:4][C:5]3[O:6][CH2:7][CH2:8][NH:9][C:10]=3[N:11]=2)[CH:17]=[CH:16][CH:15]=1. Given the reactants Br[C:2]1[CH:3]=[CH:4][C:5]2[O:6][CH2:7][CH2:8][NH:9][C:10]=2[N:11]=1.[F:12][C:13]([F:24])([F:23])[C:14]1[CH:15]=[C:16](B(O)O)[CH:17]=[CH:18][CH:19]=1.B(O)O, predict the reaction product. (5) Given the reactants [C:1]([O:5][C:6]([N:8]1[C:16]2[C:11](=[CH:12][CH:13]=[C:14]([NH2:17])[CH:15]=2)[C:10]([C:18]2[CH:23]=[CH:22][CH:21]=[CH:20][CH:19]=2)=[N:9]1)=[O:7])([CH3:4])([CH3:3])[CH3:2].Br[C:25]1[CH:30]=[CH:29][CH:28]=[CH:27][CH:26]=1, predict the reaction product. The product is: [C:1]([O:5][C:6]([N:8]1[C:16]2[C:11](=[CH:12][CH:13]=[C:14]([NH:17][C:25]3[CH:30]=[CH:29][CH:28]=[CH:27][CH:26]=3)[CH:15]=2)[C:10]([C:18]2[CH:23]=[CH:22][CH:21]=[CH:20][CH:19]=2)=[N:9]1)=[O:7])([CH3:4])([CH3:2])[CH3:3].